This data is from Peptide-MHC class II binding affinity with 134,281 pairs from IEDB. The task is: Regression. Given a peptide amino acid sequence and an MHC pseudo amino acid sequence, predict their binding affinity value. This is MHC class II binding data. The peptide sequence is WIEQEGKEYW. The MHC is HLA-DQA10501-DQB10201 with pseudo-sequence HLA-DQA10501-DQB10201. The binding affinity (normalized) is 0.